Dataset: Reaction yield outcomes from USPTO patents with 853,638 reactions. Task: Predict the reaction yield, written as a fraction of the theoretical maximum amount of product (1.0 means a 100% yield; for example, 0.34 means a 34% yield). (1) The reactants are C[O:2][C:3]1[CH:22]=[CH:21][CH:20]=[CH:19][C:4]=1[O:5][C:6]1[CH:11]=[CH:10][N:9]=[C:8]([NH:12][C:13]2[S:14][CH:15]=[C:16]([CH3:18])[N:17]=2)[CH:7]=1.BrB(Br)Br.CC(=CC)C.C([O-])(O)=O.[Na+]. The catalyst is O.ClCCl. The product is [CH3:18][C:16]1[N:17]=[C:13]([NH:12][C:8]2[CH:7]=[C:6]([O:5][C:4]3[CH:19]=[CH:20][CH:21]=[CH:22][C:3]=3[OH:2])[CH:11]=[CH:10][N:9]=2)[S:14][CH:15]=1. The yield is 0.674. (2) The reactants are [S:1]1[CH:5]=[CH:4][N:3]=[C:2]1[C:6]1[CH:7]=[C:8]2[C:12](=[CH:13][CH:14]=1)[CH:11](O)[CH2:10][CH2:9]2.Cl. The catalyst is O1CCCC1.O. The product is [CH2:9]1[C:8]2[C:12](=[CH:13][CH:14]=[C:6]([C:2]3[S:1][CH:5]=[CH:4][N:3]=3)[CH:7]=2)[CH:11]=[CH:10]1. The yield is 0.460. (3) The reactants are [CH3:1][N:2]1[C:6]([C:7]2[CH:8]=[C:9]3[C:14](=[CH:15][CH:16]=2)[N:13]=[CH:12][CH:11]=[CH:10]3)=[N:5][N:4]=[C:3]1[S:17][CH2:18][CH2:19][CH2:20][CH:21]=O.[CH2:23]([S:25]([C:28]1[CH:38]=[CH:37][C:31]2[CH2:32][CH2:33][NH:34][CH2:35][CH2:36][C:30]=2[CH:29]=1)(=[O:27])=[O:26])[CH3:24].C(O[BH-](OC(=O)C)OC(=O)C)(=O)C.[Na+]. The catalyst is ClCCl. The product is [CH2:23]([S:25]([C:28]1[CH:38]=[CH:37][C:31]2[CH2:32][CH2:33][N:34]([CH2:21][CH2:20][CH2:19][CH2:18][S:17][C:3]3[N:2]([CH3:1])[C:6]([C:7]4[CH:8]=[C:9]5[C:14](=[CH:15][CH:16]=4)[N:13]=[CH:12][CH:11]=[CH:10]5)=[N:5][N:4]=3)[CH2:35][CH2:36][C:30]=2[CH:29]=1)(=[O:26])=[O:27])[CH3:24]. The yield is 0.210.